Dataset: Full USPTO retrosynthesis dataset with 1.9M reactions from patents (1976-2016). Task: Predict the reactants needed to synthesize the given product. (1) The reactants are: Br[CH2:2][C:3]([C:5]1[CH:6]=[N:7][C:8]([NH:11][C:12]([C:15]2[C:20]([Cl:21])=[CH:19][CH:18]=[CH:17][N:16]=2)([CH3:14])[CH3:13])=[N:9][CH:10]=1)=O.[CH2:22]([O:24][C:25]([C:27]1[N:28]=[C:29]([NH2:32])[S:30][CH:31]=1)=[O:26])[CH3:23]. Given the product [Cl:21][C:20]1[C:15]([C:12]([NH:11][C:8]2[N:7]=[CH:6][C:5]([C:3]3[N:32]=[C:29]4[N:28]([CH:2]=3)[C:27]([C:25]([O:24][CH2:22][CH3:23])=[O:26])=[CH:31][S:30]4)=[CH:10][N:9]=2)([CH3:14])[CH3:13])=[N:16][CH:17]=[CH:18][CH:19]=1, predict the reactants needed to synthesize it. (2) Given the product [C:1]([O:5][C:6](=[O:24])[CH2:7][CH2:8][C:9]1[CH:14]=[CH:13][C:12]([O:15][CH2:38][CH2:37][C:27]2[N:28]=[C:29]([N:31]3[CH2:32][CH2:33][O:34][CH2:35][CH2:36]3)[S:30][C:26]=2[CH3:25])=[CH:11][C:10]=1[CH2:16][NH:17][C:18]([O:20][CH:21]([CH3:22])[CH3:23])=[O:19])([CH3:4])([CH3:3])[CH3:2], predict the reactants needed to synthesize it. The reactants are: [C:1]([O:5][C:6](=[O:24])[CH2:7][CH2:8][C:9]1[CH:14]=[CH:13][C:12]([OH:15])=[CH:11][C:10]=1[CH2:16][NH:17][C:18]([O:20][CH:21]([CH3:23])[CH3:22])=[O:19])([CH3:4])([CH3:3])[CH3:2].[CH3:25][C:26]1[S:30][C:29]([N:31]2[CH2:36][CH2:35][O:34][CH2:33][CH2:32]2)=[N:28][C:27]=1[CH2:37][CH2:38]OS(C1C=CC(C)=CC=1)(=O)=O. (3) Given the product [C:13]1([C:16]2[CH:21]=[CH:20][CH:19]=[CH:18][CH:17]=2)[CH:14]=[CH:15][C:10]([N:9]([C:3]2[CH:4]=[CH:5][C:6]([CH3:8])=[CH:7][C:2]=2[CH3:1])[C:23]2[CH:28]=[CH:27][C:26]([C:29]3[CH:34]=[CH:33][C:32]([C:35]4[CH:40]=[CH:39][C:38]([N:9]([C:3]5[CH:4]=[CH:5][C:54]([C:51]6[CH:52]=[CH:8][CH:6]=[CH:7][CH:53]=6)=[CH:1][CH:2]=5)[C:56]5[CH:15]=[CH:10][C:11]([CH3:12])=[CH:57][C:55]=5[CH3:58])=[CH:37][CH:36]=4)=[CH:31][CH:30]=3)=[CH:25][CH:24]=2)=[CH:11][CH:12]=1, predict the reactants needed to synthesize it. The reactants are: [CH3:1][C:2]1[CH:7]=[C:6]([CH3:8])[CH:5]=[CH:4][C:3]=1[NH:9][C:10]1[CH:15]=[CH:14][C:13]([C:16]2[CH:21]=[CH:20][CH:19]=[CH:18][CH:17]=2)=[CH:12][CH:11]=1.Br[C:23]1[CH:28]=[CH:27][C:26]([C:29]2[CH:34]=[CH:33][C:32]([C:35]3[CH:40]=[CH:39][C:38](Br)=[CH:37][CH:36]=3)=[CH:31][CH:30]=2)=[CH:25][CH:24]=1.[C:51](P([C:51]([CH3:54])([CH3:53])[CH3:52])[C:51]([CH3:54])([CH3:53])[CH3:52])([CH3:54])([CH3:53])[CH3:52].[C:55]([O-])([CH3:58])([CH3:57])[CH3:56].[K+].